This data is from Forward reaction prediction with 1.9M reactions from USPTO patents (1976-2016). The task is: Predict the product of the given reaction. (1) The product is: [F:1][C:2]([F:7])([F:6])[C:3]([OH:5])=[O:4].[CH:44]1([CH2:47][N:34]([CH2:33][C:31]2[S:30][CH:29]=[C:28]([C:25]3[CH:26]=[C:27]4[C:22](=[C:23]([C:40]([NH2:42])=[O:41])[CH:24]=3)[NH:21][CH:20]=[C:19]4[CH:16]3[CH2:17][CH2:18][N:13]([S:10]([CH2:8][CH3:9])(=[O:11])=[O:12])[CH2:14][CH2:15]3)[CH:32]=2)[CH3:35])[CH2:2][CH2:45]1. Given the reactants [F:1][C:2]([F:7])([F:6])[C:3]([OH:5])=[O:4].[CH2:8]([S:10]([N:13]1[CH2:18][CH2:17][CH:16]([C:19]2[C:27]3[C:22](=[C:23]([C:40]([NH2:42])=[O:41])[CH:24]=[C:25]([C:28]4[CH:32]=[C:31]([CH2:33][N:34]([C@@H](C)CO)[CH3:35])[S:30][CH:29]=4)[CH:26]=3)[NH:21][CH:20]=2)[CH2:15][CH2:14]1)(=[O:12])=[O:11])[CH3:9].N[C@H:44]([CH3:47])[CH2:45]O, predict the reaction product. (2) Given the reactants [CH2:1]([N:3]1[CH:7]=[C:6]([C:8]2[N:13]=[CH:12][C:11]3[CH:14]=[N:15][N:16]([C:17]4[N:22]=[C:21]([N:23]5[CH2:28][CH2:27][N:26](C(OC(C)(C)C)=O)[CH2:25][CH2:24]5)[CH:20]=[CH:19][CH:18]=4)[C:10]=3[CH:9]=2)[CH:5]=[N:4]1)[CH3:2], predict the reaction product. The product is: [CH2:1]([N:3]1[CH:7]=[C:6]([C:8]2[N:13]=[CH:12][C:11]3[CH:14]=[N:15][N:16]([C:17]4[CH:18]=[CH:19][CH:20]=[C:21]([N:23]5[CH2:24][CH2:25][NH:26][CH2:27][CH2:28]5)[N:22]=4)[C:10]=3[CH:9]=2)[CH:5]=[N:4]1)[CH3:2]. (3) Given the reactants C(OC(=O)[NH:7][CH:8]1[CH2:13][CH2:12][CH2:11][N:10]([C:14]2[C:19]([C:20]#[C:21][C:22]3[CH:23]=[N:24][C:25]([NH2:28])=[CH:26][CH:27]=3)=[C:18]([CH3:29])[N:17]=[C:16]([NH2:30])[N:15]=2)[CH2:9]1)(C)(C)C.C(O)(C(F)(F)F)=O.C([O-])([O-])=O.[Na+].[Na+], predict the reaction product. The product is: [NH2:7][CH:8]1[CH2:13][CH2:12][CH2:11][N:10]([C:14]2[C:19]([C:20]#[C:21][C:22]3[CH:23]=[N:24][C:25]([NH2:28])=[CH:26][CH:27]=3)=[C:18]([CH3:29])[N:17]=[C:16]([NH2:30])[N:15]=2)[CH2:9]1. (4) Given the reactants [CH:1]1([CH2:4][N:5]2[C:10]3[N:11]=[C:12](S(C)(=O)=O)[N:13]=[C:14]([C:15]4[CH:20]=[CH:19][CH:18]=[CH:17][C:16]=4[F:21])[C:9]=3[CH:8]=[CH:7][C:6]2=[O:26])[CH2:3][CH2:2]1.[NH2:27][CH:28]([CH2:31][OH:32])[CH2:29][OH:30], predict the reaction product. The product is: [CH:1]1([CH2:4][N:5]2[C:10]3[N:11]=[C:12]([NH:27][CH:28]([CH2:31][OH:32])[CH2:29][OH:30])[N:13]=[C:14]([C:15]4[CH:20]=[CH:19][CH:18]=[CH:17][C:16]=4[F:21])[C:9]=3[CH:8]=[CH:7][C:6]2=[O:26])[CH2:3][CH2:2]1.